This data is from Reaction yield outcomes from USPTO patents with 853,638 reactions. The task is: Predict the reaction yield, written as a fraction of the theoretical maximum amount of product (1.0 means a 100% yield; for example, 0.34 means a 34% yield). The reactants are [OH:1][C:2]1[C:3]([N+:9]([O-])=O)=[N:4][C:5]([CH3:8])=[CH:6][CH:7]=1.O.O.[SH-].[Na+]. The yield is 0.890. The product is [NH2:9][C:3]1[C:2]([OH:1])=[CH:7][CH:6]=[C:5]([CH3:8])[N:4]=1. The catalyst is CO.CCO.